Dataset: NCI-60 drug combinations with 297,098 pairs across 59 cell lines. Task: Regression. Given two drug SMILES strings and cell line genomic features, predict the synergy score measuring deviation from expected non-interaction effect. Drug 1: C(CCl)NC(=O)N(CCCl)N=O. Drug 2: N.N.Cl[Pt+2]Cl. Cell line: M14. Synergy scores: CSS=37.9, Synergy_ZIP=-1.14, Synergy_Bliss=-1.83, Synergy_Loewe=-19.8, Synergy_HSA=-1.76.